This data is from Full USPTO retrosynthesis dataset with 1.9M reactions from patents (1976-2016). The task is: Predict the reactants needed to synthesize the given product. (1) The reactants are: CC1(C)C[CH:10]([NH2:12])[C:9]2[C:4](=[CH:5][CH:6]=[CH:7]C=2)[O:3]1.[N:14]1[CH:19]=[CH:18][CH:17]=[CH:16][C:15]=1[CH2:20][C:21]([OH:23])=O.CCN=C=NCCCN(C)C.[ClH:35].[CH:36]1[CH:37]=[CH:38][C:39]2N(O)N=N[C:40]=2[CH:41]=1.C(N(CC)CC)C. Given the product [Cl:35][C:36]1[CH:41]=[C:40]2[C:39](=[CH:38][CH:37]=1)[O:3][C:4]1([CH2:5][CH2:6][CH2:7]1)[CH2:9][CH:10]2[NH:12][C:21](=[O:23])[CH2:20][C:15]1[CH:16]=[CH:17][CH:18]=[CH:19][N:14]=1, predict the reactants needed to synthesize it. (2) Given the product [Cl:1][C:2]1[CH:7]=[CH:6][C:5]([S:8]([C:11]2([C:28]3[CH:33]=[C:32]([F:34])[CH:31]=[CH:30][C:29]=3[F:35])[CH2:16][CH2:15][CH:14]([CH2:17][C:18]([C:20]3[CH:21]=[C:22]([CH:25]=[CH:26][CH:27]=3)[C:23]([OH:38])=[O:24])=[O:19])[CH2:13][CH2:12]2)(=[O:10])=[O:9])=[CH:4][CH:3]=1, predict the reactants needed to synthesize it. The reactants are: [Cl:1][C:2]1[CH:7]=[CH:6][C:5]([S:8]([C:11]2([C:28]3[CH:33]=[C:32]([F:34])[CH:31]=[CH:30][C:29]=3[F:35])[CH2:16][CH2:15][CH:14]([CH2:17][C:18]([C:20]3[CH:21]=[C:22]([CH:25]=[CH:26][CH:27]=3)[CH:23]=[O:24])=[O:19])[CH2:13][CH2:12]2)(=[O:10])=[O:9])=[CH:4][CH:3]=1.S(=O)(=O)([OH:38])N.Cl([O-])=O.[Na+]. (3) The reactants are: [N+:1]([C:4]1[CH:5]=[C:6]([NH:13][C:14]([C:16]2[CH:17]=[N:18][C:19]([N:22]3[CH2:26][CH2:25][CH2:24][CH2:23]3)=[N:20][CH:21]=2)=[O:15])[CH:7]=[CH:8][C:9]=1[N+:10]([O-])=O)([O-])=O.[OH:27][CH2:28][CH2:29][O:30][C:31]1[CH:38]=[CH:37][C:34]([CH:35]=O)=[CH:33][CH:32]=1. Given the product [OH:27][CH2:28][CH2:29][O:30][C:31]1[CH:38]=[CH:37][C:34]([C:35]2[NH:10][C:9]3[CH:8]=[CH:7][C:6]([NH:13][C:14]([C:16]4[CH:17]=[N:18][C:19]([N:22]5[CH2:26][CH2:25][CH2:24][CH2:23]5)=[N:20][CH:21]=4)=[O:15])=[CH:5][C:4]=3[N:1]=2)=[CH:33][CH:32]=1, predict the reactants needed to synthesize it.